Dataset: NCI-60 drug combinations with 297,098 pairs across 59 cell lines. Task: Regression. Given two drug SMILES strings and cell line genomic features, predict the synergy score measuring deviation from expected non-interaction effect. Drug 1: CCC1=C2CN3C(=CC4=C(C3=O)COC(=O)C4(CC)O)C2=NC5=C1C=C(C=C5)O. Drug 2: C1=NC(=NC(=O)N1C2C(C(C(O2)CO)O)O)N. Cell line: UACC62. Synergy scores: CSS=56.8, Synergy_ZIP=-1.85, Synergy_Bliss=-1.91, Synergy_Loewe=2.29, Synergy_HSA=4.74.